From a dataset of Catalyst prediction with 721,799 reactions and 888 catalyst types from USPTO. Predict which catalyst facilitates the given reaction. (1) Reactant: [Cl:1][C:2]1[CH:10]=[CH:9][C:8]([C:11]2[N:12]([C:22]([O:24][C:25]([CH3:28])([CH3:27])[CH3:26])=[O:23])[C:13]3[C:18]([CH:19]=2)=[CH:17][C:16]([CH:20]=O)=[CH:15][CH:14]=3)=[C:7]2[C:3]=1[CH2:4][NH:5][C:6]2=[O:29].[NH:30]([CH2:34][CH2:35][OH:36])[CH2:31][CH2:32][OH:33].C(O)(=O)C.C(O[BH-](OC(=O)C)OC(=O)C)(=O)C.[Na+]. Product: [Cl:1][C:2]1[CH:10]=[CH:9][C:8]([C:11]2[N:12]([C:22]([O:24][C:25]([CH3:27])([CH3:26])[CH3:28])=[O:23])[C:13]3[C:18]([CH:19]=2)=[CH:17][C:16]([CH2:20][N:30]([CH2:34][CH2:35][OH:36])[CH2:31][CH2:32][OH:33])=[CH:15][CH:14]=3)=[C:7]2[C:3]=1[CH2:4][NH:5][C:6]2=[O:29]. The catalyst class is: 10. (2) Reactant: F[C:2]1[CH:7]=[CH:6][CH:5]=[CH:4][C:3]=1[C:8]1[C:17]2[C:12](=[CH:13][CH:14]=[CH:15][CH:16]=2)[CH:11]=[CH:10][C:9]=1[OH:18].CN1CCCC1=O.C(=O)([O-])[O-].[K+].[K+]. Product: [CH:16]1[C:17]2[C:8]3[C:3]4[CH:4]=[CH:5][CH:6]=[CH:7][C:2]=4[O:18][C:9]=3[CH:10]=[CH:11][C:12]=2[CH:13]=[CH:14][CH:15]=1. The catalyst class is: 6. (3) Reactant: Br[C:2]1[N:3]=[C:4]2[C:10]([C:11]([NH:13][C:14]([CH3:17])([CH3:16])[CH3:15])=[O:12])=[CH:9][N:8]([CH2:18][O:19][CH2:20][CH2:21][Si:22]([CH3:25])([CH3:24])[CH3:23])[C:5]2=[N:6][CH:7]=1.[NH2:26][C:27]1[CH:28]=[C:29]([CH:33]([OH:35])[CH3:34])[CH:30]=[CH:31][CH:32]=1.CC1(C)C2C(=C(P(C3C=CC=CC=3)C3C=CC=CC=3)C=CC=2)OC2C(P(C3C=CC=CC=3)C3C=CC=CC=3)=CC=CC1=2.C(=O)([O-])[O-].[Cs+].[Cs+]. Product: [C:14]([NH:13][C:11]([C:10]1[C:4]2[C:5](=[N:6][CH:7]=[C:2]([NH:26][C:27]3[CH:32]=[CH:31][CH:30]=[C:29]([CH:33]([OH:35])[CH3:34])[CH:28]=3)[N:3]=2)[N:8]([CH2:18][O:19][CH2:20][CH2:21][Si:22]([CH3:25])([CH3:24])[CH3:23])[CH:9]=1)=[O:12])([CH3:17])([CH3:16])[CH3:15]. The catalyst class is: 62. (4) Reactant: Cl[C:2]1[N:10]=[CH:9][N:8]=[C:7]2[C:3]=1[N:4]=[C:5]([I:12])[N:6]2[CH3:11].[NH2:13][C@H:14]1[CH2:18][CH2:17][N:16]([C:19](=[O:22])[CH2:20][CH3:21])[CH2:15]1.CC(O)(C)C.CCN(C(C)C)C(C)C. Product: [I:12][C:5]1[N:6]([CH3:11])[C:7]2[C:3]([N:4]=1)=[C:2]([NH:13][C@H:14]1[CH2:18][CH2:17][N:16]([C:19](=[O:22])[CH2:20][CH3:21])[CH2:15]1)[N:10]=[CH:9][N:8]=2. The catalyst class is: 170. (5) Reactant: [F:1][C:2]1[CH:3]=[CH:4][C:5]2[C:6]3[C:11]([CH:12]([CH3:26])[N:13]([C:16]([C:18]4[CH:23]=[CH:22][C:21]([OH:24])=[CH:20][C:19]=4[OH:25])=[O:17])[C:14]=2[CH:15]=1)=[CH:10][CH:9]=[CH:8][CH:7]=3. Product: [F:1][C:2]1[CH:3]=[CH:4][C:5]2[C:6]3[C:11]([C@H:12]([CH3:26])[N:13]([C:16]([C:18]4[CH:23]=[CH:22][C:21]([OH:24])=[CH:20][C:19]=4[OH:25])=[O:17])[C:14]=2[CH:15]=1)=[CH:10][CH:9]=[CH:8][CH:7]=3. The catalyst class is: 22. (6) Reactant: I[CH:2]([C:4]1[CH:12]=[CH:11][CH:10]=[C:9]2[C:5]=1[CH:6]=[CH:7][N:8]2[S:13]([C:16]1[CH:21]=[CH:20][CH:19]=[CH:18][CH:17]=1)(=[O:15])=[O:14])[CH3:3].[NH:22]([CH3:24])[CH3:23]. Product: [CH3:23][N:22]([CH3:24])[CH:2]([C:4]1[CH:12]=[CH:11][CH:10]=[C:9]2[C:5]=1[CH:6]=[CH:7][N:8]2[S:13]([C:16]1[CH:21]=[CH:20][CH:19]=[CH:18][CH:17]=1)(=[O:15])=[O:14])[CH3:3]. The catalyst class is: 497. (7) Reactant: [C:1]([C:5]1[C:6]([OH:13])=[C:7]([CH:10]=[CH:11][CH:12]=1)[CH:8]=[O:9])([CH3:4])([CH3:3])[CH3:2].C([O-])([O-])=O.[K+].[K+].I[CH2:21][CH2:22][CH3:23]. Product: [C:1]([C:5]1[C:6]([O:13][CH2:21][CH2:22][CH3:23])=[C:7]([CH:10]=[CH:11][CH:12]=1)[CH:8]=[O:9])([CH3:4])([CH3:2])[CH3:3]. The catalyst class is: 18. (8) Reactant: [NH2:1][C:2]1[CH:22]=[C:21]([C:23]2[N:27]=[C:26]([CH3:28])[O:25][N:24]=2)[CH:20]=[CH:19][C:3]=1[CH2:4][NH:5][C:6](=[O:18])[C:7]1[CH:12]=[C:11]([O:13][CH3:14])[C:10]([CH3:15])=[C:9]([O:16][CH3:17])[CH:8]=1.C(=O)([O-])[O-].[K+].[K+].Br[CH2:36][CH2:37][O:38][C:39]1[CH:44]=[CH:43][CH:42]=[CH:41][CH:40]=1. Product: [CH3:28][C:26]1[O:25][N:24]=[C:23]([C:21]2[CH:20]=[CH:19][C:3]([CH2:4][NH:5][C:6](=[O:18])[C:7]3[CH:12]=[C:11]([O:13][CH3:14])[C:10]([CH3:15])=[C:9]([O:16][CH3:17])[CH:8]=3)=[C:2]([NH:1][CH2:36][CH2:37][O:38][C:39]3[CH:44]=[CH:43][CH:42]=[CH:41][CH:40]=3)[CH:22]=2)[N:27]=1. The catalyst class is: 3.